The task is: Predict which catalyst facilitates the given reaction.. This data is from Catalyst prediction with 721,799 reactions and 888 catalyst types from USPTO. Reactant: C(OC(=O)[NH:7][CH2:8][CH:9]1[O:14][CH2:13][CH2:12][N:11]([CH2:15]/[CH:16]=[CH:17]/[C:18]2[CH:23]=[CH:22][C:21]([CH2:24][N:25]3[C:29]4=[N:30][C:31]([CH3:35])=[CH:32][C:33]([CH3:34])=[C:28]4[N:27]=[C:26]3[CH2:36][CH3:37])=[CH:20][CH:19]=2)[CH2:10]1)(C)(C)C.[ClH:39]. Product: [ClH:39].[ClH:39].[CH2:36]([C:26]1[N:25]([CH2:24][C:21]2[CH:20]=[CH:19][C:18](/[CH:17]=[CH:16]/[CH2:15][N:11]3[CH2:12][CH2:13][O:14][CH:9]([CH2:8][NH2:7])[CH2:10]3)=[CH:23][CH:22]=2)[C:29]2=[N:30][C:31]([CH3:35])=[CH:32][C:33]([CH3:34])=[C:28]2[N:27]=1)[CH3:37]. The catalyst class is: 12.